This data is from Full USPTO retrosynthesis dataset with 1.9M reactions from patents (1976-2016). The task is: Predict the reactants needed to synthesize the given product. (1) Given the product [F:1][C:2]([F:7])([F:6])[C:3]([OH:5])=[O:4].[F:8][C:9]([F:14])([F:13])[C:10]([OH:12])=[O:11].[Cl:22][C:23]1[CH:24]=[N:25][C:26]2[NH:27][C:28]3[CH:29]=[N:30][CH:31]=[C:32]([CH:53]=3)[CH2:33][CH2:34][C:35]3[CH:43]=[C:39]([NH:40][C:41]=1[N:42]=2)[CH:38]=[CH:37][C:36]=3[NH:44][C:45](=[O:52])[CH2:46][C@@H:47]1[CH2:51][CH2:50][N:49]([C:62]([NH:61][C:57]2[CH:58]=[CH:59][CH:60]=[C:55]([F:54])[CH:56]=2)=[O:63])[CH2:48]1, predict the reactants needed to synthesize it. The reactants are: [F:1][C:2]([F:7])([F:6])[C:3]([OH:5])=[O:4].[F:8][C:9]([F:14])([F:13])[C:10]([OH:12])=[O:11].FC(F)(F)C(O)=O.[Cl:22][C:23]1[CH:24]=[N:25][C:26]2[NH:27][C:28]3[CH:29]=[N:30][CH:31]=[C:32]([CH:53]=3)[CH2:33][CH2:34][C:35]3[CH:43]=[C:39]([NH:40][C:41]=1[N:42]=2)[CH:38]=[CH:37][C:36]=3[NH:44][C:45](=[O:52])[CH2:46][C@@H:47]1[CH2:51][CH2:50][NH:49][CH2:48]1.[F:54][C:55]1[CH:60]=[CH:59][CH:58]=[C:57]([N:61]=[C:62]=[O:63])[CH:56]=1. (2) The reactants are: [CH2:1]([O:8][C:9]1[CH:14]=[C:13](I)[CH:12]=[CH:11][C:10]=1[N:16]1[S:20](=[O:22])(=[O:21])[N:19]([CH2:23][CH2:24][Si:25]([CH3:28])([CH3:27])[CH3:26])[C:18](=[O:29])[CH2:17]1)[C:2]1[CH:7]=[CH:6][CH:5]=[CH:4][CH:3]=1.[C:30]([O:34][C:35]([N:37]1[CH2:41][CH2:40][CH:39]([CH:42]=[CH2:43])[CH2:38]1)=[O:36])([CH3:33])([CH3:32])[CH3:31]. Given the product [C:30]([O:34][C:35]([N:37]1[CH2:41][CH2:40][CH:39](/[CH:42]=[CH:43]/[C:13]2[CH:12]=[CH:11][C:10]([N:16]3[CH2:17][C:18](=[O:29])[N:19]([CH2:23][CH2:24][Si:25]([CH3:28])([CH3:27])[CH3:26])[S:20]3(=[O:22])=[O:21])=[C:9]([O:8][CH2:1][C:2]3[CH:7]=[CH:6][CH:5]=[CH:4][CH:3]=3)[CH:14]=2)[CH2:38]1)=[O:36])([CH3:33])([CH3:32])[CH3:31], predict the reactants needed to synthesize it. (3) Given the product [CH2:1]([N:3]1[CH2:8][C:7]([CH3:9])([CH3:10])[O:6][C:5](=[O:11])[CH:4]1[CH2:12][C:13]([NH:55][CH2:54][C:53]1[CH:56]=[CH:57][CH:58]=[C:51]([O:50][CH3:49])[CH:52]=1)=[O:15])[CH3:2], predict the reactants needed to synthesize it. The reactants are: [CH2:1]([N:3]1[CH2:8][C:7]([CH3:10])([CH3:9])[O:6][C:5](=[O:11])[CH:4]1[CH2:12][C:13]([OH:15])=O)[CH3:2].C(N(C(C)C)CC)(C)C.CN(C(ON1N=NC2C=CC=NC1=2)=[N+](C)C)C.F[P-](F)(F)(F)(F)F.[CH3:49][O:50][C:51]1[CH:52]=[C:53]([CH:56]=[CH:57][CH:58]=1)[CH2:54][NH2:55]. (4) Given the product [CH2:25]([NH:32][CH2:9][CH2:8][N:7]1[C:2]([Cl:1])=[CH:3][N:4]=[C:5]([NH:16][CH2:17][CH2:18][C:19]2[CH:24]=[CH:23][CH:22]=[CH:21][N:20]=2)[C:6]1=[O:15])[C:26]1[CH:31]=[CH:30][CH:29]=[CH:28][CH:27]=1, predict the reactants needed to synthesize it. The reactants are: [Cl:1][C:2]1[N:7]([CH2:8][CH2:9]OS(C)(=O)=O)[C:6](=[O:15])[C:5]([NH:16][CH2:17][CH2:18][C:19]2[CH:24]=[CH:23][CH:22]=[CH:21][N:20]=2)=[N:4][CH:3]=1.[CH2:25]([NH2:32])[C:26]1[CH:31]=[CH:30][CH:29]=[CH:28][CH:27]=1.N1C(C)=CC=CC=1C. (5) Given the product [Cl:1][C:2]1[CH:3]=[CH:4][C:5]([NH:26][C:28]2[CH:29]=[C:30]([NH:34][C:35]([C:37]3[CH:38]=[CH:39][C:40]([NH:43][C:44](=[O:50])[O:45][C:46]([CH3:48])([CH3:47])[CH3:49])=[CH:41][CH:42]=3)=[O:36])[CH:31]=[CH:32][CH:33]=2)=[N:6][C:7]=1[C:8]1[C:16]2[C:11](=[CH:12][CH:13]=[CH:14][CH:15]=2)[N:10]([S:17]([C:20]2[CH:21]=[CH:22][CH:23]=[CH:24][CH:25]=2)(=[O:19])=[O:18])[CH:9]=1, predict the reactants needed to synthesize it. The reactants are: [Cl:1][C:2]1[CH:3]=[CH:4][C:5]([NH2:26])=[N:6][C:7]=1[C:8]1[C:16]2[C:11](=[CH:12][CH:13]=[CH:14][CH:15]=2)[N:10]([S:17]([C:20]2[CH:25]=[CH:24][CH:23]=[CH:22][CH:21]=2)(=[O:19])=[O:18])[CH:9]=1.Br[C:28]1[CH:29]=[C:30]([NH:34][C:35]([C:37]2[CH:42]=[CH:41][C:40]([NH:43][C:44](=[O:50])[O:45][C:46]([CH3:49])([CH3:48])[CH3:47])=[CH:39][CH:38]=2)=[O:36])[CH:31]=[CH:32][CH:33]=1.CC1(C)C2C(=C(P(C3C=CC=CC=3)C3C=CC=CC=3)C=CC=2)OC2C(P(C3C=CC=CC=3)C3C=CC=CC=3)=CC=CC1=2.[O-]P([O-])([O-])=O.[K+].[K+].[K+]. (6) Given the product [CH2:1]([O:8][C:9]1[CH:10]=[C:11]2[C:16](=[CH:17][C:18]=1[O:19][CH3:20])[CH:15](/[CH:21]=[CH:50]/[C:49]1[CH:52]=[CH:53][CH:54]=[C:47]([S:44]([CH3:43])(=[O:46])=[O:45])[CH:48]=1)[NH:14][CH2:13][CH2:12]2)[C:2]1[CH:3]=[CH:4][CH:5]=[CH:6][CH:7]=1, predict the reactants needed to synthesize it. The reactants are: [CH2:1]([O:8][C:9]1[CH:10]=[C:11]2[C:16](=[CH:17][C:18]=1[O:19][CH3:20])[CH:15]([CH2:21]S(C1N(C3C=CC=CC=3)N=NN=1)(=O)=O)[N:14](C(OC(C)(C)C)=O)[CH2:13][CH2:12]2)[C:2]1[CH:7]=[CH:6][CH:5]=[CH:4][CH:3]=1.[CH3:43][S:44]([C:47]1[CH:48]=[C:49]([CH:52]=[CH:53][CH:54]=1)[CH:50]=O)(=[O:46])=[O:45].C[Si]([N-][Si](C)(C)C)(C)C.[Li+]. (7) Given the product [NH2:19][C@@:10]([C:12]1[CH:13]=[CH:14][C:15]([Cl:18])=[CH:16][CH:17]=1)([CH3:11])[C@H:9]([C:5]1[CH:6]=[CH:7][CH:8]=[C:3]([Cl:2])[CH:4]=1)[OH:27], predict the reactants needed to synthesize it. The reactants are: Cl.[Cl:2][C:3]1[CH:4]=[C:5]([C@H:9]([OH:27])[C@:10]([NH:19]C(=O)OC(C)(C)C)([C:12]2[CH:17]=[CH:16][C:15]([Cl:18])=[CH:14][CH:13]=2)[CH3:11])[CH:6]=[CH:7][CH:8]=1.ClC1C=C([C@@H](O)[C@](NC(=O)OC(C)(C)C)(C2C=CC(Cl)=CC=2)C)C=CC=1.C([O-])(O)=O.[Na+].